Dataset: Reaction yield outcomes from USPTO patents with 853,638 reactions. Task: Predict the reaction yield, written as a fraction of the theoretical maximum amount of product (1.0 means a 100% yield; for example, 0.34 means a 34% yield). (1) The reactants are [I:1]I.[NH2:3][C:4]1[CH:9]=[CH:8][C:7]([C:10](=[O:12])[CH3:11])=[CH:6][CH:5]=1. The catalyst is C(O)C.S([O-])([O-])(=O)=O.[Ag+2]. The product is [NH2:3][C:4]1[CH:9]=[CH:8][C:7]([C:10](=[O:12])[CH3:11])=[CH:6][C:5]=1[I:1]. The yield is 0.180. (2) The reactants are S1([C:12]2[C:7](=[CH:8][CH:9]=[CH:10][CH:11]=2)[C:5](=O)[NH:4]1)(=O)=O.[C:13]([Mg]Br)#[C:14][CH3:15].C1C[O:21]CC1. The catalyst is [Cl-].[Cl-].[Zn+2].C1C=CC([P]([Pd]([P](C2C=CC=CC=2)(C2C=CC=CC=2)C2C=CC=CC=2)([P](C2C=CC=CC=2)(C2C=CC=CC=2)C2C=CC=CC=2)[P](C2C=CC=CC=2)(C2C=CC=CC=2)C2C=CC=CC=2)(C2C=CC=CC=2)C2C=CC=CC=2)=CC=1.[Cu]I. The product is [CH3:15][C:14]1[O:21][C:10]2[CH:11]=[CH:12][C:7]([C:5]#[N:4])=[CH:8][C:9]=2[CH:13]=1. The yield is 0.910. (3) The reactants are [Cl:1][C:2]1[CH:8]=[C:7]([O:9][C:10]2[C:19]3[C:14](=[CH:15][C:16]([O:22][CH3:23])=[C:17]([O:20][CH3:21])[CH:18]=3)[N:13]=[CH:12][N:11]=2)[CH:6]=[CH:5][C:3]=1[NH2:4].C1(C)C=CC=CC=1.C(N(CC)CC)C.Cl[C:39](Cl)([O:41]C(=O)OC(Cl)(Cl)Cl)Cl.[Br:50][C:51]1[CH:59]=[CH:58][CH:57]=[CH:56][C:52]=1[CH:53]([OH:55])[CH3:54]. The catalyst is C(Cl)Cl. The product is [Cl:1][C:2]1[CH:8]=[C:7]([O:9][C:10]2[C:19]3[C:14](=[CH:15][C:16]([O:22][CH3:23])=[C:17]([O:20][CH3:21])[CH:18]=3)[N:13]=[CH:12][N:11]=2)[CH:6]=[CH:5][C:3]=1[NH:4][C:39](=[O:41])[O:55][CH:53]([C:52]1[CH:56]=[CH:57][CH:58]=[CH:59][C:51]=1[Br:50])[CH3:54]. The yield is 0.330.